From a dataset of Reaction yield outcomes from USPTO patents with 853,638 reactions. Predict the reaction yield, written as a fraction of the theoretical maximum amount of product (1.0 means a 100% yield; for example, 0.34 means a 34% yield). (1) The reactants are [OH:1][C:2]1[CH:11]=[CH:10][C:5]2[C:6](=[O:9])[CH2:7][O:8][C:4]=2[C:3]=1[CH2:12][N:13]1[CH2:18][CH2:17][N:16]([C:19]([O:21][C:22]([CH3:25])([CH3:24])[CH3:23])=[O:20])[CH2:15][CH2:14]1.[CH3:26][S:27]([N:30]1[C:38]2[C:33](=[CH:34][CH:35]=[CH:36][CH:37]=2)[C:32]([CH:39]=O)=[CH:31]1)(=[O:29])=[O:28].N1CCCCC1. The catalyst is CO. The product is [OH:1][C:2]1[CH:11]=[CH:10][C:5]2[C:6](=[O:9])/[C:7](=[CH:39]/[C:32]3[C:33]4[C:38](=[CH:37][CH:36]=[CH:35][CH:34]=4)[N:30]([S:27]([CH3:26])(=[O:29])=[O:28])[CH:31]=3)/[O:8][C:4]=2[C:3]=1[CH2:12][N:13]1[CH2:14][CH2:15][N:16]([C:19]([O:21][C:22]([CH3:25])([CH3:24])[CH3:23])=[O:20])[CH2:17][CH2:18]1. The yield is 0.660. (2) The reactants are BrCCBr.Cl[Si](C)(C)C.I[CH:11]1[CH2:14][N:13]([C:15]([O:17][CH2:18][C:19]2[CH:24]=[CH:23][CH:22]=[CH:21][CH:20]=2)=[O:16])[CH2:12]1.[Cl:25][C:26]1[C:27]([CH3:39])=[C:28](I)[C:29]([O:35][CH2:36][CH3:37])=[C:30]([C:32](=[O:34])[CH3:33])[CH:31]=1. The catalyst is CN(C)C=O.[Zn].C1C=CC(/C=C/C(/C=C/C2C=CC=CC=2)=O)=CC=1.C1C=CC(/C=C/C(/C=C/C2C=CC=CC=2)=O)=CC=1.C1C=CC(/C=C/C(/C=C/C2C=CC=CC=2)=O)=CC=1.[Pd].[Pd].O1C=CC=C1P(C1OC=CC=1)C1OC=CC=1. The product is [C:32]([C:30]1[C:29]([O:35][CH2:36][CH3:37])=[C:28]([CH:11]2[CH2:14][N:13]([C:15]([O:17][CH2:18][C:19]3[CH:24]=[CH:23][CH:22]=[CH:21][CH:20]=3)=[O:16])[CH2:12]2)[C:27]([CH3:39])=[C:26]([Cl:25])[CH:31]=1)(=[O:34])[CH3:33]. The yield is 0.780.